Predict the reactants needed to synthesize the given product. From a dataset of Full USPTO retrosynthesis dataset with 1.9M reactions from patents (1976-2016). (1) The reactants are: [N:1]([CH:4]1[CH2:10][CH2:9][C:8]([F:20])([C:11]2[N:15]([CH3:16])[N:14]=[CH:13][C:12]=2[N+:17]([O-:19])=[O:18])[CH2:7][CH2:6][CH:5]1[OH:21])=[N+]=[N-].C1(P(C2C=CC=CC=2)C2C=CC=CC=2)C=CC=CC=1.CCN(C(C)C)C(C)C.[C:50]([O:54][C:55](O[C:55]([O:54][C:50]([CH3:53])([CH3:52])[CH3:51])=[O:56])=[O:56])([CH3:53])([CH3:52])[CH3:51]. Given the product [F:20][C:8]1([C:11]2[N:15]([CH3:16])[N:14]=[CH:13][C:12]=2[N+:17]([O-:19])=[O:18])[CH2:9][CH2:10][CH:4]([NH:1][C:55](=[O:56])[O:54][C:50]([CH3:53])([CH3:52])[CH3:51])[CH:5]([OH:21])[CH2:6][CH2:7]1, predict the reactants needed to synthesize it. (2) Given the product [F:22][C:14]([F:21])([C:15]1[CH:20]=[CH:19][CH:18]=[CH:17][N:16]=1)[CH:13]=[O:12], predict the reactants needed to synthesize it. The reactants are: CC(C[AlH]CC(C)C)C.C([O:12][C:13](=O)[C:14]([F:22])([F:21])[C:15]1[CH:20]=[CH:19][CH:18]=[CH:17][N:16]=1)C.CO.O. (3) Given the product [Br:28][C:4]1[S:3][C:2]([CH3:1])=[N:6][C:5]=1[C:7]1[CH:8]=[CH:9][C:10]([O:11][CH2:12][CH2:13][CH2:14][CH2:15][CH2:16][O:17][C:18]2[CH:19]=[CH:20][C:21]([C:22]#[N:23])=[CH:24][CH:25]=2)=[CH:26][CH:27]=1, predict the reactants needed to synthesize it. The reactants are: [CH3:1][C:2]1[S:3][CH:4]=[C:5]([C:7]2[CH:27]=[CH:26][C:10]([O:11][CH2:12][CH2:13][CH2:14][CH2:15][CH2:16][O:17][C:18]3[CH:25]=[CH:24][C:21]([C:22]#[N:23])=[CH:20][CH:19]=3)=[CH:9][CH:8]=2)[N:6]=1.[Br:28]Br. (4) The reactants are: [O:1]=[C:2]1[CH2:11][CH2:10][C:9]2[C:4](=[CH:5][CH:6]=[C:7]([C:12]#[N:13])[CH:8]=2)[NH:3]1.[CH3:14][C:15]([O:18][C:19](O[C:19]([O:18][C:15]([CH3:17])([CH3:16])[CH3:14])=[O:20])=[O:20])([CH3:17])[CH3:16].[BH4-].[Na+]. Given the product [O:1]=[C:2]1[CH2:11][CH2:10][C:9]2[C:4](=[CH:5][CH:6]=[C:7]([CH2:12][NH:13][C:19](=[O:20])[O:18][C:15]([CH3:17])([CH3:16])[CH3:14])[CH:8]=2)[NH:3]1, predict the reactants needed to synthesize it. (5) Given the product [CH3:16][C@@H:13]([CH2:14][CH3:15])[C@H:5]([N:4]1[CH2:3][CH2:2][N:1]([CH2:22][C:21]2[CH:20]=[N:19][C:18]([CH3:17])=[CH:25][CH:24]=2)[C:30]1=[O:31])[C:6]([O:8][C:9]([CH3:10])([CH3:11])[CH3:12])=[O:7], predict the reactants needed to synthesize it. The reactants are: [NH2:1][CH2:2][CH2:3][NH:4][C@@H:5]([C@@H:13]([CH3:16])[CH2:14][CH3:15])[C:6]([O:8][C:9]([CH3:12])([CH3:11])[CH3:10])=[O:7].[CH3:17][C:18]1[CH:25]=[CH:24][C:21]([CH:22]=O)=[CH:20][N:19]=1.[BH4-].[Na+].C1C(=O)N(OC(ON2C(=O)CCC2=O)=O)[C:30](=[O:31])C1.C(N(CC)CC)C.